Dataset: Reaction yield outcomes from USPTO patents with 853,638 reactions. Task: Predict the reaction yield, written as a fraction of the theoretical maximum amount of product (1.0 means a 100% yield; for example, 0.34 means a 34% yield). (1) The reactants are [O:1]=[C:2]1[C:10]2[C:5](=[CH:6][CH:7]=[CH:8][CH:9]=2)C(=O)[N:3]1[CH2:12][C:13]1[C:22]2[C:17](=[CH:18][CH:19]=[CH:20][CH:21]=2)[C:16]([CH:23]=O)=[CH:15][CH:14]=1.[C:25]([O-:28])([O-])=O.[K+].[K+].O1CCOC[CH2:32]1. The catalyst is [Br-].C[P+](C1C=CC=CC=1)(C1C=CC=CC=1)C1C=CC=CC=1. The product is [CH:23]([C:16]1[C:17]2[C:22](=[CH:21][CH:20]=[CH:19][CH:18]=2)[C:13]([CH2:12][N:3]2[C:2](=[O:1])[C:10]3[C:5](=[CH:6][CH:7]=[CH:8][CH:9]=3)[C:25]2=[O:28])=[CH:14][CH:15]=1)=[CH2:32]. The yield is 0.670. (2) The reactants are [F:1][C:2]1[CH:7]=[CH:6][C:5]([CH:8]2[N:12]([S:13]([C:16]3[CH:21]=[CH:20][C:19]([CH3:22])=[CH:18][CH:17]=3)(=[O:15])=[O:14])[CH:11]([C:23]([Cl:25])=[O:24])[CH2:10][CH2:9]2)=[CH:4][CH:3]=1.N1C=CC=CC=1.[N:32]1[CH:37]=[CH:36][CH:35]=[C:34]([CH2:38][NH2:39])[CH:33]=1. The catalyst is ClCCl. The product is [ClH:25].[N:32]1[CH:37]=[CH:36][CH:35]=[C:34]([CH2:38][NH:39][C:23]([CH:11]2[CH2:10][CH2:9][CH:8]([C:5]3[CH:6]=[CH:7][C:2]([F:1])=[CH:3][CH:4]=3)[N:12]2[S:13]([C:16]2[CH:21]=[CH:20][C:19]([CH3:22])=[CH:18][CH:17]=2)(=[O:15])=[O:14])=[O:24])[CH:33]=1. The yield is 0.700. (3) The reactants are [NH2:1][C:2]1[S:3][CH:4]=[C:5]([CH3:7])[N:6]=1.C[Al](C)C.C[O:13][C:14]([C:16]1[CH:21]=[C:20]([C:22]2[CH:27]=[C:26]([F:28])[CH:25]=[C:24]([F:29])[CH:23]=2)[N:19]=[C:18]([CH3:30])[N:17]=1)=O. The catalyst is O1CCOCC1.CCCCCC. The product is [CH3:7][C:5]1[N:6]=[C:2]([NH:1][C:14]([C:16]2[CH:21]=[C:20]([C:22]3[CH:27]=[C:26]([F:28])[CH:25]=[C:24]([F:29])[CH:23]=3)[N:19]=[C:18]([CH3:30])[N:17]=2)=[O:13])[S:3][CH:4]=1. The yield is 0.580.